Dataset: NCI-60 drug combinations with 297,098 pairs across 59 cell lines. Task: Regression. Given two drug SMILES strings and cell line genomic features, predict the synergy score measuring deviation from expected non-interaction effect. (1) Synergy scores: CSS=5.06, Synergy_ZIP=-1.19, Synergy_Bliss=1.32, Synergy_Loewe=-1.96, Synergy_HSA=-0.965. Cell line: SK-OV-3. Drug 2: C1=NNC2=C1C(=O)NC=N2. Drug 1: C1=NC(=NC(=O)N1C2C(C(C(O2)CO)O)O)N. (2) Drug 1: C1CC(=O)NC(=O)C1N2CC3=C(C2=O)C=CC=C3N. Drug 2: C1=CC=C(C=C1)NC(=O)CCCCCCC(=O)NO. Cell line: SK-OV-3. Synergy scores: CSS=8.73, Synergy_ZIP=-3.87, Synergy_Bliss=-3.04, Synergy_Loewe=-1.84, Synergy_HSA=-1.81. (3) Drug 1: C1CCC(CC1)NC(=O)N(CCCl)N=O. Drug 2: CC1=CC=C(C=C1)C2=CC(=NN2C3=CC=C(C=C3)S(=O)(=O)N)C(F)(F)F. Cell line: PC-3. Synergy scores: CSS=21.3, Synergy_ZIP=2.33, Synergy_Bliss=10.3, Synergy_Loewe=10.2, Synergy_HSA=10.6. (4) Cell line: CAKI-1. Drug 1: CC1=C(C=C(C=C1)NC(=O)C2=CC=C(C=C2)CN3CCN(CC3)C)NC4=NC=CC(=N4)C5=CN=CC=C5. Drug 2: CC1CCCC2(C(O2)CC(NC(=O)CC(C(C(=O)C(C1O)C)(C)C)O)C(=CC3=CSC(=N3)C)C)C. Synergy scores: CSS=40.4, Synergy_ZIP=10.5, Synergy_Bliss=11.3, Synergy_Loewe=-21.4, Synergy_HSA=6.46. (5) Drug 1: C1=CC=C(C=C1)NC(=O)CCCCCCC(=O)NO. Drug 2: C1=CN(C=N1)CC(O)(P(=O)(O)O)P(=O)(O)O. Cell line: SK-MEL-2. Synergy scores: CSS=36.7, Synergy_ZIP=4.49, Synergy_Bliss=6.55, Synergy_Loewe=-12.0, Synergy_HSA=2.63. (6) Drug 1: C1C(C(OC1N2C=NC3=C(N=C(N=C32)Cl)N)CO)O. Drug 2: C1CCC(C(C1)N)N.C(=O)(C(=O)[O-])[O-].[Pt+4]. Cell line: NCI-H322M. Synergy scores: CSS=1.67, Synergy_ZIP=-0.645, Synergy_Bliss=-2.31, Synergy_Loewe=2.20, Synergy_HSA=-3.56. (7) Synergy scores: CSS=18.5, Synergy_ZIP=-4.81, Synergy_Bliss=-3.81, Synergy_Loewe=-14.2, Synergy_HSA=-3.47. Drug 2: CC1=C(C=C(C=C1)C(=O)NC2=CC(=CC(=C2)C(F)(F)F)N3C=C(N=C3)C)NC4=NC=CC(=N4)C5=CN=CC=C5. Drug 1: C1=CC(=CC=C1CCC2=CNC3=C2C(=O)NC(=N3)N)C(=O)NC(CCC(=O)O)C(=O)O. Cell line: UO-31.